This data is from NCI-60 drug combinations with 297,098 pairs across 59 cell lines. The task is: Regression. Given two drug SMILES strings and cell line genomic features, predict the synergy score measuring deviation from expected non-interaction effect. (1) Drug 1: C1CN1P(=S)(N2CC2)N3CC3. Drug 2: C1=NC(=NC(=O)N1C2C(C(C(O2)CO)O)O)N. Cell line: NCIH23. Synergy scores: CSS=27.5, Synergy_ZIP=-10.1, Synergy_Bliss=-7.32, Synergy_Loewe=-5.86, Synergy_HSA=-4.25. (2) Drug 1: C1CN1P(=S)(N2CC2)N3CC3. Drug 2: CC(C)CN1C=NC2=C1C3=CC=CC=C3N=C2N. Cell line: CAKI-1. Synergy scores: CSS=22.0, Synergy_ZIP=-3.73, Synergy_Bliss=0.0549, Synergy_Loewe=1.97, Synergy_HSA=1.62. (3) Cell line: M14. Drug 1: CC12CCC(CC1=CCC3C2CCC4(C3CC=C4C5=CN=CC=C5)C)O. Synergy scores: CSS=-6.33, Synergy_ZIP=-1.08, Synergy_Bliss=-9.34, Synergy_Loewe=-8.97, Synergy_HSA=-9.41. Drug 2: CN(C(=O)NC(C=O)C(C(C(CO)O)O)O)N=O. (4) Drug 1: C1=C(C(=O)NC(=O)N1)N(CCCl)CCCl. Drug 2: CN(C(=O)NC(C=O)C(C(C(CO)O)O)O)N=O. Cell line: HOP-62. Synergy scores: CSS=17.6, Synergy_ZIP=-0.394, Synergy_Bliss=-1.29, Synergy_Loewe=-21.4, Synergy_HSA=-1.82. (5) Drug 1: CN1C(=O)N2C=NC(=C2N=N1)C(=O)N. Cell line: BT-549. Drug 2: C(CN)CNCCSP(=O)(O)O. Synergy scores: CSS=5.66, Synergy_ZIP=3.55, Synergy_Bliss=-2.99, Synergy_Loewe=1.08, Synergy_HSA=-2.80.